This data is from NCI-60 drug combinations with 297,098 pairs across 59 cell lines. The task is: Regression. Given two drug SMILES strings and cell line genomic features, predict the synergy score measuring deviation from expected non-interaction effect. Drug 1: CC1C(C(CC(O1)OC2CC(OC(C2O)C)OC3=CC4=CC5=C(C(=O)C(C(C5)C(C(=O)C(C(C)O)O)OC)OC6CC(C(C(O6)C)O)OC7CC(C(C(O7)C)O)OC8CC(C(C(O8)C)O)(C)O)C(=C4C(=C3C)O)O)O)O. Drug 2: C1=NNC2=C1C(=O)NC=N2. Cell line: HL-60(TB). Synergy scores: CSS=33.3, Synergy_ZIP=-0.771, Synergy_Bliss=-3.48, Synergy_Loewe=-34.9, Synergy_HSA=-4.33.